Dataset: Reaction yield outcomes from USPTO patents with 853,638 reactions. Task: Predict the reaction yield, written as a fraction of the theoretical maximum amount of product (1.0 means a 100% yield; for example, 0.34 means a 34% yield). (1) The reactants are [NH:1]1[CH2:6][CH2:5][CH:4]([S:7]([C:10]2[CH:19]=[CH:18][C:17]3[C:12](=[CH:13][CH:14]=[CH:15][CH:16]=3)[N:11]=2)(=[O:9])=[O:8])[CH2:3][CH2:2]1.[Cl:20][C:21]1[CH:22]=[N:23][CH:24]=[C:25]([Cl:28])[C:26]=1Cl. No catalyst specified. The product is [Cl:20][C:21]1[CH:22]=[N:23][CH:24]=[C:25]([Cl:28])[C:26]=1[N:1]1[CH2:6][CH2:5][CH:4]([S:7]([C:10]2[CH:19]=[CH:18][C:17]3[C:12](=[CH:13][CH:14]=[CH:15][CH:16]=3)[N:11]=2)(=[O:9])=[O:8])[CH2:3][CH2:2]1. The yield is 0.160. (2) The reactants are [Br:1][C:2]1[CH:7]=[CH:6][C:5]([N+:8]([O-:10])=[O:9])=[C:4](F)[CH:3]=1.Cl.[NH2:13][CH2:14][CH2:15][C:16]([O:18][CH3:19])=[O:17].C([O-])([O-])=O.[K+].[K+]. The catalyst is C1COCC1. The product is [Br:1][C:2]1[CH:7]=[CH:6][C:5]([N+:8]([O-:10])=[O:9])=[C:4]([NH:13][CH2:14][CH2:15][C:16]([O:18][CH3:19])=[O:17])[CH:3]=1. The yield is 0.880.